Dataset: Forward reaction prediction with 1.9M reactions from USPTO patents (1976-2016). Task: Predict the product of the given reaction. (1) Given the reactants [F:1][C:2]1[CH:7]=[CH:6][C:5]([CH:8]([CH3:26])[CH2:9][CH2:10][O:11][C:12]2[C:13]([OH:25])=[C:14]([C:22](=[O:24])[CH3:23])[C:15]([CH3:21])=[C:16]([CH3:20])[C:17]=2[O:18][CH3:19])=[CH:4][CH:3]=1.CS(O[CH2:32][CH2:33][C:34]1[CH:39]=[CH:38][CH:37]=[CH:36][N:35]=1)(=O)=O, predict the reaction product. The product is: [F:1][C:2]1[CH:3]=[CH:4][C:5]([CH:8]([CH3:26])[CH2:9][CH2:10][O:11][C:12]2[C:13]([O:25][CH2:32][CH2:33][C:34]3[CH:39]=[CH:38][CH:37]=[CH:36][N:35]=3)=[C:14]([C:22](=[O:24])[CH3:23])[C:15]([CH3:21])=[C:16]([CH3:20])[C:17]=2[O:18][CH3:19])=[CH:6][CH:7]=1. (2) Given the reactants [CH3:1][O:2][C:3]1[CH:8]=[CH:7][CH:6]=[CH:5][CH:4]=1.[CH3:9][O:10][C:11]1[CH:19]=[C:18]2[C:14]([CH2:15][CH2:16][C:17]2=O)=[CH:13][CH:12]=1.C[C:22](C)([O-:24])C.[K+].Cl.[CH:28]1C=CC=CC=1, predict the reaction product. The product is: [CH3:1][O:2][C:3]1[CH:8]=[C:7]2[C:6]([CH2:28][C:16]3([CH2:17][C:18]4[C:14](=[CH:13][CH:12]=[C:11]([O:10][CH3:9])[CH:19]=4)[CH2:15]3)[C:22]2=[O:24])=[CH:5][CH:4]=1. (3) Given the reactants [CH3:1][O:2][C:3]([C:5]1[C:13]2[C:8](=[CH:9][C:10]([Cl:14])=[CH:11][CH:12]=2)[NH:7][CH:6]=1)=[O:4].[H-].[Na+].Cl.Cl[CH2:19][CH2:20][N:21]([CH3:23])[CH3:22], predict the reaction product. The product is: [CH3:1][O:2][C:3]([C:5]1[C:13]2[C:8](=[CH:9][C:10]([Cl:14])=[CH:11][CH:12]=2)[N:7]([CH2:19][CH2:20][N:21]([CH3:23])[CH3:22])[CH:6]=1)=[O:4]. (4) Given the reactants N#N.Cl.[NH2:4][CH:5]([CH:9]([C:11]1[CH:16]=[CH:15][C:14]([O:17][CH3:18])=[CH:13][CH:12]=1)[CH3:10])[C:6]([OH:8])=[O:7].C(=O)([O-])[O-].[K+].[K+].[C:25]([O:29][C:30](O[C:30]([O:29][C:25]([CH3:28])([CH3:27])[CH3:26])=[O:31])=[O:31])([CH3:28])([CH3:27])[CH3:26], predict the reaction product. The product is: [C:25]([O:29][C:30]([NH:4][CH:5]([CH:9]([C:11]1[CH:12]=[CH:13][C:14]([O:17][CH3:18])=[CH:15][CH:16]=1)[CH3:10])[C:6]([OH:8])=[O:7])=[O:31])([CH3:28])([CH3:27])[CH3:26]. (5) Given the reactants [F:1][C:2]1[C:3]([C:9]([F:12])([F:11])[F:10])=[C:4](Br)[CH:5]=[CH:6][CH:7]=1.[Li].B(OC)(OC)[O:15]C.[OH-].[Na+].OO, predict the reaction product. The product is: [F:1][C:2]1[C:3]([C:9]([F:12])([F:11])[F:10])=[C:4]([OH:15])[CH:5]=[CH:6][CH:7]=1.